From a dataset of Reaction yield outcomes from USPTO patents with 853,638 reactions. Predict the reaction yield, written as a fraction of the theoretical maximum amount of product (1.0 means a 100% yield; for example, 0.34 means a 34% yield). (1) The reactants are Cl[CH2:2][CH2:3][CH2:4][N:5]1[C:10]2[CH:11]=[CH:12][CH:13]=[CH:14][C:9]=2[O:8][CH2:7][C:6]1=[O:15].[CH:16]1([CH2:19][O:20][CH:21]2[CH2:26][CH2:25][NH:24][CH2:23][CH2:22]2)[CH2:18][CH2:17]1.[Na+].[I-].C([O-])([O-])=O.[K+].[K+]. The catalyst is CC#N. The product is [CH:16]1([CH2:19][O:20][CH:21]2[CH2:26][CH2:25][N:24]([CH2:2][CH2:3][CH2:4][N:5]3[C:10]4[CH:11]=[CH:12][CH:13]=[CH:14][C:9]=4[O:8][CH2:7][C:6]3=[O:15])[CH2:23][CH2:22]2)[CH2:17][CH2:18]1. The yield is 0.740. (2) The catalyst is CO. The yield is 0.650. The product is [CH2:1]([O:3][C:4]1[CH:5]=[CH:6][C:7]([C:8]([NH:10][CH2:11][CH2:12][NH:13][C:14]([C:16]2[C:17]([C:34]([F:35])([F:36])[F:37])=[N:18][N:19]([C:21]3[CH:33]=[CH:32][CH:31]=[CH:30][C:22]=3[O:23][CH2:24][C:25]([OH:27])=[O:26])[CH:20]=2)=[O:15])=[O:9])=[CH:38][CH:39]=1)[CH3:2]. The reactants are [CH2:1]([O:3][C:4]1[CH:39]=[CH:38][C:7]([C:8]([NH:10][CH2:11][CH2:12][NH:13][C:14]([C:16]2[C:17]([C:34]([F:37])([F:36])[F:35])=[N:18][N:19]([C:21]3[CH:33]=[CH:32][CH:31]=[CH:30][C:22]=3[O:23][CH2:24][C:25]([O:27]CC)=[O:26])[CH:20]=2)=[O:15])=[O:9])=[CH:6][CH:5]=1)[CH3:2].O.[OH-].[Li+]. (3) The reactants are [C:1]1(=O)[CH2:6][CH2:5][CH2:4][C:3](=[O:7])[CH2:2]1.Cl.[NH:10]([CH2:12][C:13]([O:15][CH2:16][CH3:17])=[O:14])[NH2:11].[CH3:18]OC(N(C)C)OC. The catalyst is CN(C)C=O. The product is [CH2:16]([O:15][C:13](=[O:14])[CH2:12][N:10]1[C:1]2[CH2:6][CH2:5][CH2:4][C:3](=[O:7])[C:2]=2[CH:18]=[N:11]1)[CH3:17]. The yield is 0.790. (4) The reactants are [C:1]12([NH2:11])[CH2:10][CH:5]3[CH2:6][CH:7]([CH2:9][CH:3]([CH2:4]3)[CH2:2]1)[CH2:8]2.[OH:12][C:13]1[CH:20]=[CH:19][CH:18]=[CH:17][C:14]=1[CH:15]=O. No catalyst specified. The product is [C:1]12([NH:11][CH2:15][C:14]3[CH:17]=[CH:18][CH:19]=[CH:20][C:13]=3[OH:12])[CH2:8][CH:7]3[CH2:6][CH:5]([CH2:4][CH:3]([CH2:9]3)[CH2:2]1)[CH2:10]2. The yield is 0.760. (5) The reactants are [O:1]([C:8]1[CH:9]=[CH:10][C:11]([CH2:14][O:15]C(=O)C)=[N:12][CH:13]=1)[C:2]1[CH:7]=[CH:6][CH:5]=[CH:4][CH:3]=1.[OH-].[Na+].CO.O. The catalyst is C(OCC)(=O)C. The product is [O:1]([C:8]1[CH:9]=[CH:10][C:11]([CH2:14][OH:15])=[N:12][CH:13]=1)[C:2]1[CH:7]=[CH:6][CH:5]=[CH:4][CH:3]=1. The yield is 0.650. (6) The reactants are [NH2:1][C:2]1[CH:3]=[CH:4][CH:5]=[C:6]2[C:10]=1[C:9](=[O:11])[N:8]([C@@H:12]([C:18]1[CH:23]=[CH:22][C:21]([OH:24])=[C:20]([O:25][CH2:26][CH3:27])[CH:19]=1)[CH2:13][S:14]([CH3:17])(=[O:16])=[O:15])[CH2:7]2.[CH:28]1([C:31](Cl)=[O:32])[CH2:30][CH2:29]1. The catalyst is C1COCC1. The product is [CH2:26]([O:25][C:20]1[CH:19]=[C:18]([C@H:12]([N:8]2[C:9](=[O:11])[C:10]3[C:6](=[CH:5][CH:4]=[CH:3][C:2]=3[NH:1][C:31]([CH:28]3[CH2:30][CH2:29]3)=[O:32])[CH2:7]2)[CH2:13][S:14]([CH3:17])(=[O:16])=[O:15])[CH:23]=[CH:22][C:21]=1[OH:24])[CH3:27]. The yield is 0.200. (7) The reactants are C[O:2][C:3]1[CH:4]=[C:5]2[C:9](=[CH:10][CH:11]=1)[C@H:8]([C@H:12]([CH2:17][CH3:18])[C:13]([O:15][CH3:16])=[O:14])[CH2:7][CH2:6]2.[Al+3].[Cl-].[Cl-].[Cl-].CCS. The catalyst is C(Cl)Cl. The product is [OH:2][C:3]1[CH:4]=[C:5]2[C:9](=[CH:10][CH:11]=1)[C@H:8]([C@H:12]([CH2:17][CH3:18])[C:13]([O:15][CH3:16])=[O:14])[CH2:7][CH2:6]2. The yield is 0.980. (8) The reactants are [C:1]([O:5][C:6]([N:8]1[CH2:13][CH2:12][C:11](=O)[CH2:10][CH2:9]1)=[O:7])([CH3:4])([CH3:3])[CH3:2].[NH:15]1[CH2:20][CH2:19]OCC1.CC[N:23](CC)CC.[Cl:28][C:29]1[CH:37]=[CH:36]C(C(Cl)=O)=[CH:31][C:30]=1[CH3:38]. The catalyst is C1C=CC=CC=1.C(Cl)Cl.C1(C)C=CC(S(O)(=O)=O)=CC=1.CCOCC.O. The product is [C:1]([O:5][C:6]([N:8]1[CH2:13][CH2:12][C:11]2[NH:23][N:15]=[C:20]([C:19]3[CH:36]=[CH:37][C:29]([Cl:28])=[C:30]([CH3:38])[CH:31]=3)[C:10]=2[CH2:9]1)=[O:7])([CH3:4])([CH3:3])[CH3:2]. The yield is 0.520. (9) The reactants are [NH2:1][C:2]1[CH:10]=[C:6]([C:7]([OH:9])=[O:8])[C:5]([OH:11])=[CH:4][CH:3]=1.C(N(CC)CC)C.[CH2:19](Br)[C:20]1[CH:25]=[CH:24][CH:23]=[CH:22][CH:21]=1. The catalyst is CN(C=O)C. The product is [CH2:19]([NH:1][C:2]1[CH:10]=[C:6]([C:7]([OH:9])=[O:8])[C:5]([OH:11])=[CH:4][CH:3]=1)[C:20]1[CH:25]=[CH:24][CH:23]=[CH:22][CH:21]=1. The yield is 0.730.